Dataset: Full USPTO retrosynthesis dataset with 1.9M reactions from patents (1976-2016). Task: Predict the reactants needed to synthesize the given product. (1) Given the product [ClH:1].[OH:15][C:8]1[C:9]2[NH:10][C:11](=[O:14])[S:12][C:13]=2[C:5]([CH2:4][CH2:3][NH:2][CH2:26][CH2:27][S:28]([CH2:31][CH2:32][CH2:33][O:34][CH2:35][CH2:36][C:37]2[CH:38]=[CH:39][CH:40]=[CH:41][CH:42]=2)(=[O:30])=[O:29])=[CH:6][CH:7]=1, predict the reactants needed to synthesize it. The reactants are: [ClH:1].[NH2:2][CH2:3][CH2:4][C:5]1[C:13]2[S:12][C:11](=[O:14])[NH:10][C:9]=2[C:8]([OH:15])=[CH:7][CH:6]=1.[N+](C1C=CC(C(O[CH2:26][CH2:27][S:28]([CH2:31][CH2:32][CH2:33][O:34][CH2:35][CH2:36][C:37]2[CH:42]=[CH:41][CH:40]=[CH:39][CH:38]=2)(=[O:30])=[O:29])=O)=CC=1)([O-])=O.C(N(CC)CC)C.Cl. (2) Given the product [CH3:1][C:2]1[CH:6]=[C:5]([C:7]2[CH:8]=[CH:9][C:10]([C:13]([F:16])([F:14])[F:15])=[CH:11][CH:12]=2)[S:4][C:3]=1[CH:17]([CH3:20])[CH2:18][OH:19], predict the reactants needed to synthesize it. The reactants are: [CH3:1][C:2]1[CH:6]=[C:5]([C:7]2[CH:12]=[CH:11][C:10]([C:13]([F:16])([F:15])[F:14])=[CH:9][CH:8]=2)[S:4][C:3]=1[CH:17]([CH3:20])[CH:18]=[O:19].[BH4-].[Na+]. (3) Given the product [F:30][C:31]1[C:36]([S:37]([O-:40])(=[O:39])=[O:38])=[C:35]([F:41])[C:34]([F:42])=[C:33]([F:43])[C:32]=1[F:44].[C:6]([C:11]1[CH:12]=[CH:13][C:14]([I+:17][C:26]2[CH:25]=[CH:24][C:23]([C:18]([CH2:21][CH3:22])([CH3:19])[CH3:20])=[CH:28][CH:27]=2)=[CH:15][CH:16]=1)([CH2:9][CH3:10])([CH3:7])[CH3:8], predict the reactants needed to synthesize it. The reactants are: S([O-])([O-])(=O)=O.[C:6]([C:11]1[CH:16]=[CH:15][C:14]([IH+:17])=[CH:13][CH:12]=1)([CH2:9][CH3:10])([CH3:8])[CH3:7].[C:18]([C:23]1[CH:28]=[CH:27][C:26]([IH+])=[CH:25][CH:24]=1)([CH2:21][CH3:22])([CH3:20])[CH3:19].[F:30][C:31]1[C:36]([S:37]([O-:40])(=[O:39])=[O:38])=[C:35]([F:41])[C:34]([F:42])=[C:33]([F:43])[C:32]=1[F:44].C[N+](C)(C)C. (4) The reactants are: [Cl:1][C:2]1[CH:3]=[CH:4][C:5]([C:24]([NH2:26])=O)=[C:6]2[C:10]=1[N:9]=[C:8]1[N:11]([C:15]3[C:20]([Cl:21])=[CH:19][C:18]([Cl:22])=[CH:17][C:16]=3[Cl:23])[CH2:12][CH2:13][CH2:14][N:7]21.C(N(CC)CC)C.S(Cl)(Cl)=O. Given the product [Cl:1][C:2]1[CH:3]=[CH:4][C:5]([C:24]#[N:26])=[C:6]2[C:10]=1[N:9]=[C:8]1[N:11]([C:15]3[C:20]([Cl:21])=[CH:19][C:18]([Cl:22])=[CH:17][C:16]=3[Cl:23])[CH2:12][CH2:13][CH2:14][N:7]21, predict the reactants needed to synthesize it. (5) Given the product [ClH:1].[F:41][C:4]([F:40])([F:3])[C:5]1[CH:6]=[C:7]([CH:33]=[C:34]([C:36]([F:38])([F:39])[F:37])[CH:35]=1)[CH2:8][N:9]([CH3:32])[C:10]([C@@H:12]1[CH2:17][CH2:16][N:15]([CH:18]2[CH2:19][CH2:20][N:21]([C:44](=[O:45])[C:43]([OH:42])([CH3:48])[CH3:47])[CH2:22][CH2:23]2)[CH2:14][C@H:13]1[C:24]1[CH:29]=[CH:28][C:27]([F:30])=[CH:26][C:25]=1[CH3:31])=[O:11], predict the reactants needed to synthesize it. The reactants are: [ClH:1].Cl.[F:3][C:4]([F:41])([F:40])[C:5]1[CH:6]=[C:7]([CH:33]=[C:34]([C:36]([F:39])([F:38])[F:37])[CH:35]=1)[CH2:8][N:9]([CH3:32])[C:10]([C@@H:12]1[CH2:17][CH2:16][N:15]([CH:18]2[CH2:23][CH2:22][NH:21][CH2:20][CH2:19]2)[CH2:14][C@H:13]1[C:24]1[CH:29]=[CH:28][C:27]([F:30])=[CH:26][C:25]=1[CH3:31])=[O:11].[OH:42][C:43]([CH3:48])([CH3:47])[C:44](O)=[O:45].Cl.C(OCC)(=O)C. (6) Given the product [Br:28][CH2:29][C:30]([NH:1][C:2]([CH3:27])([CH3:26])[C:3]([O:5][CH2:6][N:7]1[C:12](=[O:13])[CH2:11][CH2:10][CH:9]([N:14]2[C:22](=[O:23])[C:21]3[C:16](=[CH:17][CH:18]=[CH:19][CH:20]=3)[C:15]2=[O:24])[C:8]1=[O:25])=[O:4])=[O:31], predict the reactants needed to synthesize it. The reactants are: [NH2:1][C:2]([CH3:27])([CH3:26])[C:3]([O:5][CH2:6][N:7]1[C:12](=[O:13])[CH2:11][CH2:10][CH:9]([N:14]2[C:22](=[O:23])[C:21]3[C:16](=[CH:17][CH:18]=[CH:19][CH:20]=3)[C:15]2=[O:24])[C:8]1=[O:25])=[O:4].[Br:28][CH2:29][C:30](O)=[O:31]. (7) Given the product [CH2:14]([N:11]1[C:6]2=[N:7][C:8]([CH2:9][CH3:10])=[C:3]([CH2:2][NH:1][C:30]([C:28]3[O:29][C:25]([C:24]([F:34])([F:23])[F:33])=[CH:26][CH:27]=3)=[O:31])[C:4]([NH:16][CH:17]3[CH2:18][CH2:19][O:20][CH2:21][CH2:22]3)=[C:5]2[CH:13]=[N:12]1)[CH3:15], predict the reactants needed to synthesize it. The reactants are: [NH2:1][CH2:2][C:3]1[C:8]([CH2:9][CH3:10])=[N:7][C:6]2[N:11]([CH2:14][CH3:15])[N:12]=[CH:13][C:5]=2[C:4]=1[NH:16][CH:17]1[CH2:22][CH2:21][O:20][CH2:19][CH2:18]1.[F:23][C:24]([F:34])([F:33])[C:25]1[O:29][C:28]([C:30](O)=[O:31])=[CH:27][CH:26]=1.